Dataset: Reaction yield outcomes from USPTO patents with 853,638 reactions. Task: Predict the reaction yield, written as a fraction of the theoretical maximum amount of product (1.0 means a 100% yield; for example, 0.34 means a 34% yield). (1) The reactants are F[C:2]1[CH:9]=[CH:8][C:7]([N+:10]([O-:12])=[O:11])=[CH:6][C:3]=1[C:4]#[N:5].[O:13]1[CH2:16][CH:15]([N:17]2[CH2:22][CH2:21][NH:20][CH2:19][CH2:18]2)[CH2:14]1.C([O-])([O-])=O.[K+].[K+]. The catalyst is CN(C=O)C.CCOC(C)=O. The product is [N+:10]([C:7]1[CH:8]=[CH:9][C:2]([N:20]2[CH2:21][CH2:22][N:17]([CH:15]3[CH2:16][O:13][CH2:14]3)[CH2:18][CH2:19]2)=[C:3]([CH:6]=1)[C:4]#[N:5])([O-:12])=[O:11]. The yield is 0.970. (2) The reactants are C([O:5][C:6](=[O:49])[CH2:7][C@H:8]([NH:31][C:32]([O:34][CH2:35][CH:36]1[C:48]2[CH:47]=[CH:46][CH:45]=[CH:44][C:43]=2[C:42]2[C:37]1=[CH:38][CH:39]=[CH:40][CH:41]=2)=[O:33])[CH2:9][CH2:10][C:11]1[CH:16]=[CH:15][C:14]([C:17]2[CH:22]=[CH:21][C:20]([O:23][CH2:24][CH2:25][CH2:26][CH2:27][CH2:28][CH2:29][CH3:30])=[CH:19][CH:18]=2)=[CH:13][CH:12]=1)(C)(C)C.C(O)(C(F)(F)F)=O. The catalyst is C(Cl)Cl. The product is [CH:47]1[C:48]2[CH:36]([CH2:35][O:34][C:32]([NH:31][C@H:8]([CH2:9][CH2:10][C:11]3[CH:12]=[CH:13][C:14]([C:17]4[CH:22]=[CH:21][C:20]([O:23][CH2:24][CH2:25][CH2:26][CH2:27][CH2:28][CH2:29][CH3:30])=[CH:19][CH:18]=4)=[CH:15][CH:16]=3)[CH2:7][C:6]([OH:49])=[O:5])=[O:33])[C:37]3[C:42](=[CH:41][CH:40]=[CH:39][CH:38]=3)[C:43]=2[CH:44]=[CH:45][CH:46]=1. The yield is 0.770.